Task: Predict the product of the given reaction.. Dataset: Forward reaction prediction with 1.9M reactions from USPTO patents (1976-2016) (1) Given the reactants [CH3:1][C:2]1[CH:7]=[CH:6][C:5]([O:8][C:9]2(S(C3C=CC=CC=3)(=O)=O)[CH2:11][CH2:10]2)=[CH:4][N:3]=1.P([O-])([O-])[O-].[Na+].[Na+].[Na+].C(=O)([O-])O.[Na+], predict the reaction product. The product is: [CH:9]1([O:8][C:5]2[CH:6]=[CH:7][C:2]([CH3:1])=[N:3][CH:4]=2)[CH2:11][CH2:10]1. (2) Given the reactants Br[C:2]1[CH:3]=[CH:4][C:5]([F:11])=[C:6]2[C:10]=1[NH:9][CH:8]=[CH:7]2.C(Cl)Cl.[CH3:15][N:16](C=O)C, predict the reaction product. The product is: [F:11][C:5]1[CH:4]=[CH:3][C:2]([C:15]#[N:16])=[C:10]2[C:6]=1[CH:7]=[CH:8][NH:9]2. (3) Given the reactants [CH:1]1([NH:4][C:5](=[O:24])[C:6]2[CH:11]=[CH:10][C:9]([CH3:12])=[C:8]([C:13]3[CH:14]=[C:15]4[C:20](=[CH:21][CH:22]=3)[C:19](=[O:23])[NH:18][CH:17]=[CH:16]4)[CH:7]=2)[CH2:3][CH2:2]1.C(=O)([O-])[O-].[K+].[K+].Br[CH2:32][CH:33]1[CH2:35][CH2:34]1, predict the reaction product. The product is: [CH:1]1([NH:4][C:5](=[O:24])[C:6]2[CH:11]=[CH:10][C:9]([CH3:12])=[C:8]([C:13]3[CH:14]=[C:15]4[C:20](=[CH:21][CH:22]=3)[C:19](=[O:23])[N:18]([CH2:32][CH:33]3[CH2:35][CH2:34]3)[CH:17]=[CH:16]4)[CH:7]=2)[CH2:2][CH2:3]1. (4) Given the reactants Br[C:2]1[CH:7]=[CH:6][C:5]([Cl:8])=[CH:4][C:3]=1[C:9]([F:12])([F:11])[F:10].[NH:13]1[CH2:17][CH2:16][C@H:15]([OH:18])[CH2:14]1.C1(P(C2C=CC=CC=2)C2C=CC3C(=CC=CC=3)C=2C2C3C(=CC=CC=3)C=CC=2P(C2C=CC=CC=2)C2C=CC=CC=2)C=CC=CC=1.C(=O)([O-])[O-].[Cs+].[Cs+], predict the reaction product. The product is: [Cl:8][C:5]1[CH:6]=[CH:7][C:2]([N:13]2[CH2:17][CH2:16][C@H:15]([OH:18])[CH2:14]2)=[C:3]([C:9]([F:12])([F:11])[F:10])[CH:4]=1. (5) Given the reactants [F:1][C:2]1[C:3]([CH3:26])=[C:4]([C@:9]2([C:22]([O:24][CH3:25])=[O:23])[CH2:13][CH2:12][C:11](OS(C(F)(F)F)(=O)=O)=[CH:10]2)[CH:5]=[CH:6][C:7]=1[F:8].[CH3:27][N:28]1[C:36]2[C:31](=[CH:32][CH:33]=[C:34](B(O)O)[CH:35]=2)[CH:30]=[N:29]1, predict the reaction product. The product is: [F:1][C:2]1[C:3]([CH3:26])=[C:4]([C@:9]2([C:22]([O:24][CH3:25])=[O:23])[CH2:13][CH2:12][C:11]([C:34]3[CH:35]=[C:36]4[C:31]([CH:30]=[N:29][N:28]4[CH3:27])=[CH:32][CH:33]=3)=[CH:10]2)[CH:5]=[CH:6][C:7]=1[F:8]. (6) Given the reactants Br[C:2]1[CH:7]=[CH:6][CH:5]=[CH:4][C:3]=1[S:8][C:9]1[C:10]2[C:15]([N:16]=[C:17]3[C:22]=1[CH:21]=[CH:20][CH:19]=[CH:18]3)=[CH:14][CH:13]=[CH:12][CH:11]=2.N(C(C)(C)C#N)=NC(C)(C)C#N.C([SnH](CCCC)CCCC)CCC, predict the reaction product. The product is: [CH:4]1[C:3]2[S:8][C:9]3[C:10]4[C:15]([N:16]=[C:17]5[C:22]=3[CH:21]=[CH:20][CH:19]=[CH:18]5)=[CH:14][CH:13]=[CH:12][C:11]=4[C:2]=2[CH:7]=[CH:6][CH:5]=1. (7) Given the reactants N[C:2]1[C:7]([C:8]#[N:9])=[C:6]([C:10]2[CH:18]=[CH:17][C:13]3[O:14][CH2:15][O:16][C:12]=3[CH:11]=2)[C:5]([C:19]#[N:20])=[C:4]([O:21][CH2:22][C:23]2[CH:28]=[CH:27][CH:26]=[CH:25][CH:24]=2)[N:3]=1.N(OCCC(C)C)=O.[ClH:37], predict the reaction product. The product is: [Cl:37][C:2]1[C:7]([C:8]#[N:9])=[C:6]([C:10]2[CH:18]=[CH:17][C:13]3[O:14][CH2:15][O:16][C:12]=3[CH:11]=2)[C:5]([C:19]#[N:20])=[C:4]([O:21][CH2:22][C:23]2[CH:28]=[CH:27][CH:26]=[CH:25][CH:24]=2)[N:3]=1.